Dataset: TCR-epitope binding with 47,182 pairs between 192 epitopes and 23,139 TCRs. Task: Binary Classification. Given a T-cell receptor sequence (or CDR3 region) and an epitope sequence, predict whether binding occurs between them. (1) The epitope is KLGGALQAK. The TCR CDR3 sequence is CASNQGLSTFF. Result: 0 (the TCR does not bind to the epitope). (2) The epitope is DATYQRTRALVR. The TCR CDR3 sequence is CASSLAPLAGGAFSYNEQFF. Result: 0 (the TCR does not bind to the epitope).